This data is from Forward reaction prediction with 1.9M reactions from USPTO patents (1976-2016). The task is: Predict the product of the given reaction. Given the reactants [NH:1]([C:14]([O:16][CH2:17][C:18]1[CH:23]=[CH:22][CH:21]=[CH:20][CH:19]=1)=[O:15])[C@H:2]([C:11]([OH:13])=[O:12])[CH2:3][C:4](=[O:10])[O:5][C:6]([CH3:9])([CH3:8])[CH3:7].O.[C:25]([O-])([O-])=O.[K+].[K+].CI, predict the reaction product. The product is: [CH3:25][O:12][C:11](=[O:13])[C@@H:2]([NH:1][C:14]([O:16][CH2:17][C:18]1[CH:23]=[CH:22][CH:21]=[CH:20][CH:19]=1)=[O:15])[CH2:3][C:4]([O:5][C:6]([CH3:9])([CH3:8])[CH3:7])=[O:10].